From a dataset of Forward reaction prediction with 1.9M reactions from USPTO patents (1976-2016). Predict the product of the given reaction. (1) The product is: [Br:8][C:5]1[CH:6]=[CH:7][C:2]2[N:1]=[C:10]([CH3:11])[O:9][C:3]=2[CH:4]=1. Given the reactants [NH2:1][C:2]1[CH:7]=[CH:6][C:5]([Br:8])=[CH:4][C:3]=1[OH:9].[CH2:10](C(CC)(CC)C([O-])([O-])[O-])[CH3:11], predict the reaction product. (2) Given the reactants [CH3:1][C:2]1[O:3][C:4]([C:9]2[CH:14]=[CH:13][CH:12]=[CH:11][CH:10]=2)=[CH:5][C:6]=1[CH:7]=O.[CH3:15][CH:16]([CH3:32])[C:17]([NH:19][C:20]1[CH:25]=[CH:24][CH:23]=[C:22]([CH:26]2[CH2:31][CH2:30][NH:29][CH2:28][CH2:27]2)[CH:21]=1)=[O:18], predict the reaction product. The product is: [CH3:15][CH:16]([CH3:32])[C:17]([NH:19][C:20]1[CH:25]=[CH:24][CH:23]=[C:22]([CH:26]2[CH2:31][CH2:30][N:29]([CH2:7][C:6]3[CH:5]=[C:4]([C:9]4[CH:14]=[CH:13][CH:12]=[CH:11][CH:10]=4)[O:3][C:2]=3[CH3:1])[CH2:28][CH2:27]2)[CH:21]=1)=[O:18]. (3) The product is: [NH2:9][C@@H:5]1[CH2:4][O:3][C:2]([CH3:18])([CH3:1])[CH2:7][C@H:6]1[OH:8]. Given the reactants [CH3:1][C:2]1([CH3:18])[CH2:7][C@@H:6]([OH:8])[C@H:5]([NH:9][C@@H](C2C=CC=CC=2)C)[CH2:4][O:3]1, predict the reaction product. (4) Given the reactants [CH2:1]([N:8]1[C:16]2[C:11](=[N:12][C:13]([N:17](C(OC(C)(C)C)=O)[NH:18][C:19](OC(C)(C)C)=O)=[CH:14][CH:15]=2)[CH:10]=[N:9]1)[C:2]1[CH:7]=[CH:6][CH:5]=[CH:4][CH:3]=1.[CH3:33]C(O)=O, predict the reaction product. The product is: [CH2:1]([N:8]1[C:16]2[CH:15]=[CH:14][C:13]3[N:12]([C:19]([CH3:33])=[N:18][N:17]=3)[C:11]=2[CH:10]=[N:9]1)[C:2]1[CH:3]=[CH:4][CH:5]=[CH:6][CH:7]=1. (5) Given the reactants [CH3:1][O:2][C:3]1[CH:4]=[C:5]2[CH2:14][CH:13]([CH2:15][CH:16]3[CH2:21][CH2:20][N:19]([CH2:22][C:23]4[CH:24]=[CH:25][CH:26]=[CH:27][CH:28]=4)[CH2:18][CH2:17]3)[C:11](=[O:12])[C:6]2=[CH:7][C:8]=1[O:9][CH3:10].Cl.[K].Cl, predict the reaction product. The product is: [CH3:1][O:2][C:3]1[CH:4]=[C:5]2[CH2:14][CH:13]([CH2:15][CH:16]3[CH2:17][CH2:18][N:19]([CH2:22][C:23]4[CH:28]=[CH:27][CH:26]=[CH:25][CH:24]=4)[CH2:20][CH2:21]3)[C:11](=[O:12])[C:6]2=[CH:7][C:8]=1[O:9][CH3:10]. (6) Given the reactants [CH:1]1[C:13]2[N:12]([C:14]3[CH:19]=[CH:18][C:17]([C:20]4[CH:25]=[CH:24][C:23]([N:26]5[C:38]6[CH:37]=[CH:36][C:35](Br)=[CH:34][C:33]=6[C:32]6[C:27]5=[CH:28][CH:29]=[CH:30][CH:31]=6)=[CH:22][CH:21]=4)=[CH:16][CH:15]=3)[C:11]3[C:6](=[CH:7][CH:8]=[CH:9][CH:10]=3)[C:5]=2[CH:4]=[CH:3][CH:2]=1.[C:40](P(C(C)(C)C)C(C)(C)C)(C)(C)[CH3:41].[CH3:53][CH2:54][CH2:55][CH2:56][CH2:57][CH3:58], predict the reaction product. The product is: [CH:1]1[C:13]2[N:12]([C:14]3[CH:19]=[CH:18][C:17]([C:20]4[CH:25]=[CH:24][C:23]([N:26]5[C:38]6[CH:37]=[CH:36][C:35]([C:55]7[CH:54]=[CH:53][C:58]([CH:40]=[CH2:41])=[CH:57][CH:56]=7)=[CH:34][C:33]=6[C:32]6[C:27]5=[CH:28][CH:29]=[CH:30][CH:31]=6)=[CH:22][CH:21]=4)=[CH:16][CH:15]=3)[C:11]3[C:6](=[CH:7][CH:8]=[CH:9][CH:10]=3)[C:5]=2[CH:4]=[CH:3][CH:2]=1. (7) Given the reactants [N:1]([CH:4]([C:15]1[CH:20]=[CH:19][C:18]([O:21][CH3:22])=[CH:17][CH:16]=1)[C:5]([C:7]1[CH:8]=[N:9][C:10]([O:13][CH3:14])=[CH:11][CH:12]=1)=[O:6])=[N+]=[N-].[ClH:23], predict the reaction product. The product is: [ClH:23].[NH2:1][CH:4]([C:15]1[CH:16]=[CH:17][C:18]([O:21][CH3:22])=[CH:19][CH:20]=1)[C:5]([C:7]1[CH:8]=[N:9][C:10]([O:13][CH3:14])=[CH:11][CH:12]=1)=[O:6]. (8) Given the reactants [Cl:1][C:2]1[CH:3]=[C:4]([CH:6]=[C:7]([Cl:9])[CH:8]=1)[NH2:5].[CH2:10]([C:12](=O)[C:13]([O-:15])=[O:14])[CH3:11].[F:17][C:18]1[CH:19]=[C:20]([CH:23]=[CH:24][CH:25]=1)C=C.FC(F)(F)C(O)=O.[OH-].[Na+], predict the reaction product. The product is: [Cl:1][C:2]1[CH:8]=[C:7]([Cl:9])[CH:6]=[C:4]2[C:3]=1[CH:11]([C:24]1[CH:23]=[CH:20][CH:19]=[C:18]([F:17])[CH:25]=1)[CH2:10][CH:12]([C:13]([OH:15])=[O:14])[NH:5]2. (9) Given the reactants [CH2:1]([NH:5][C:6]1[CH:11]=[CH:10][NH:9][C:8](=[S:12])[C:7]=1[C:13]#[N:14])[CH:2]([CH3:4])[CH3:3].[OH-].[Na+].Cl[CH2:18][C:19]([NH2:21])=[O:20].O, predict the reaction product. The product is: [NH2:14][C:13]1[C:7]2[C:8](=[N:9][CH:10]=[CH:11][C:6]=2[NH:5][CH2:1][CH:2]([CH3:4])[CH3:3])[S:12][C:18]=1[C:19]([NH2:21])=[O:20].